This data is from Forward reaction prediction with 1.9M reactions from USPTO patents (1976-2016). The task is: Predict the product of the given reaction. (1) Given the reactants [C:1]([OH:4])(=O)[CH3:2].[C:5](O)(=[O:7])[CH3:6].[C:9]1([CH:17]=[CH:18][C:19]2[CH:25]=[CH:24][C:22]([OH:23])=[CH:21][CH:20]=2)[CH:16]=[C:14]([OH:15])[CH:13]=[C:11]([OH:12])[CH:10]=1.C(N(CC)CC)C.[C:33]([O:36][C:37]1[CH:42]=[CH:41][C:40](/[CH:43]=[CH:44]/[C:45](Cl)=[O:46])=[CH:39][C:38]=1[O:48][CH3:49])(=[O:35])[CH3:34].Cl, predict the reaction product. The product is: [C:33]([O:36][C:37]1[CH:42]=[CH:41][C:40](/[CH:43]=[CH:44]/[C:45]([O:23][C:22]2[CH:24]=[CH:25][C:19](/[CH:18]=[CH:17]/[C:9]3[CH:16]=[C:14]([O:15][C:5](=[O:7])[CH3:6])[CH:13]=[C:11]([O:12][C:1](=[O:4])[CH3:2])[CH:10]=3)=[CH:20][CH:21]=2)=[O:46])=[CH:39][C:38]=1[O:48][CH3:49])(=[O:35])[CH3:34]. (2) Given the reactants C(O[C:4]([C:6]1[C:7]([OH:31])=[C:8]2[C:15]([C:16]#[N:17])=[C:14]([C:18]3[CH:23]=[CH:22][C:21]([F:24])=[CH:20][CH:19]=3)[N:13]([C:25]3[CH:30]=[CH:29][CH:28]=[CH:27][CH:26]=3)[C:9]2=[C:10]([CH3:12])[N:11]=1)=[O:5])C.[NH2:32][CH2:33][C:34]([OH:36])=[O:35].C[O-].[Na+].CO, predict the reaction product. The product is: [C:16]([C:15]1[C:8]2[C:9](=[C:10]([CH3:12])[N:11]=[C:6]([C:4]([NH:32][CH2:33][C:34]([OH:36])=[O:35])=[O:5])[C:7]=2[OH:31])[N:13]([C:25]2[CH:30]=[CH:29][CH:28]=[CH:27][CH:26]=2)[C:14]=1[C:18]1[CH:23]=[CH:22][C:21]([F:24])=[CH:20][CH:19]=1)#[N:17]. (3) Given the reactants [C:1]([C:5]1[CH:6]=[C:7]([O:12][CH3:13])[CH:8]=[CH:9][C:10]=1[OH:11])([CH3:4])([CH3:3])[CH3:2].[H-].[Na+].[CH3:16][C:17]([CH3:22])([CH3:21])[C:18](Cl)=[O:19], predict the reaction product. The product is: [C:1]([C:5]1[CH:6]=[C:7]([O:12][CH3:13])[CH:8]=[CH:9][C:10]=1[O:11][C:18](=[O:19])[C:17]([CH3:22])([CH3:21])[CH3:16])([CH3:4])([CH3:2])[CH3:3]. (4) Given the reactants Cl[C:2]1[N:7]=[C:6]([NH2:8])[N:5]=[C:4]([N:9]([CH3:16])[C:10]2[CH:15]=[CH:14][CH:13]=[CH:12][CH:11]=2)[CH:3]=1.CC(OC([N:24](C(OC(C)(C)C)=O)[C:25]1[C:33]2[C:28](=[CH:29][C:30](B3OC(C)(C)C(C)(C)O3)=[CH:31][CH:32]=2)[N:27](C(OC(C)(C)C)=O)[N:26]=1)=O)(C)C.C([O-])([O-])=O.[K+].[K+].C(Cl)Cl.Cl, predict the reaction product. The product is: [NH2:24][C:25]1[C:33]2[C:28](=[CH:29][C:30]([C:2]3[N:7]=[C:6]([NH2:8])[N:5]=[C:4]([N:9]([CH3:16])[C:10]4[CH:15]=[CH:14][CH:13]=[CH:12][CH:11]=4)[CH:3]=3)=[CH:31][CH:32]=2)[NH:27][N:26]=1. (5) Given the reactants [CH2:1]([C:17]1[C:18]([O:29][CH3:30])=[C:19]([O:27]C)[CH:20]=[C:21]([O:25][CH3:26])[C:22]=1[O:23]C)[CH2:2][CH2:3][CH2:4][CH2:5][CH2:6][CH2:7][CH2:8][CH2:9][CH2:10][CH2:11][CH2:12][CH2:13][CH2:14][CH2:15][CH3:16].[CH3:31]OC1C(=O)C=C(NCCCC(OC(C)(C)C)=O)C(=O)C=1CCCCCCCCCCCCC.COC1C=C(OC)C(OC)=C(CCCCCCCCCCCCC)C=1OC.[N+]([O-])([O-])=O.[NH4+].[Ce+4].[N+]([O-])([O-])=O.[N+]([O-])([O-])=O.[N+]([O-])([O-])=O.[N+]([O-])([O-])=O, predict the reaction product. The product is: [CH2:1]([C:17]1[C:22](=[O:23])[C:21]([O:25][CH3:26])=[C:20]([CH3:31])[C:19](=[O:27])[C:18]=1[O:29][CH3:30])[CH2:2][CH2:3][CH2:4][CH2:5][CH2:6][CH2:7][CH2:8][CH2:9][CH2:10][CH2:11][CH2:12][CH2:13][CH2:14][CH2:15][CH3:16]. (6) Given the reactants [CH3:1][O:2][C:3]1[CH:22]=[CH:21][C:6]([CH2:7][C@@H:8]2[C:12]3=[N:13][C:14]4[CH:19]=[CH:18][CH:17]=[CH:16][C:15]=4[N:11]3[C:10](=[O:20])[NH:9]2)=[CH:5][CH:4]=1.[CH3:23][C:24]1[C:25]([CH2:30][NH2:31])=[N:26][CH:27]=[CH:28][CH:29]=1.C(O)(C(F)(F)F)=O, predict the reaction product. The product is: [NH:11]1[C:15]2[CH:16]=[CH:17][CH:18]=[CH:19][C:14]=2[N:13]=[C:12]1[C@H:8]([NH:9][C:10]([NH:31][CH2:30][C:25]1[C:24]([CH3:23])=[CH:29][CH:28]=[CH:27][N:26]=1)=[O:20])[CH2:7][C:6]1[CH:5]=[CH:4][C:3]([O:2][CH3:1])=[CH:22][CH:21]=1.